From a dataset of Catalyst prediction with 721,799 reactions and 888 catalyst types from USPTO. Predict which catalyst facilitates the given reaction. (1) Reactant: O1[C:5]2([CH2:10][CH2:9][CH:8]([CH:11]([NH:14][C:15]([N:17]([CH3:19])[CH3:18])=[O:16])[CH2:12][CH3:13])[CH2:7][CH2:6]2)[O:4]CC1.Cl. Product: [CH3:19][N:17]([CH3:18])[C:15]([NH:14][CH:11]([CH:8]1[CH2:7][CH2:6][C:5](=[O:4])[CH2:10][CH2:9]1)[CH2:12][CH3:13])=[O:16]. The catalyst class is: 23. (2) Reactant: Cl.[OH:2][CH:3]1[CH2:6][NH:5][CH2:4]1.[C:7](Cl)(=[O:14])[C:8]1[CH:13]=[CH:12][CH:11]=[CH:10][CH:9]=1.C(=O)([O-])[O-].[K+].[K+]. Product: [OH:2][CH:3]1[CH2:6][N:5]([C:7]([C:8]2[CH:13]=[CH:12][CH:11]=[CH:10][CH:9]=2)=[O:14])[CH2:4]1. The catalyst class is: 69.